This data is from Reaction yield outcomes from USPTO patents with 853,638 reactions. The task is: Predict the reaction yield, written as a fraction of the theoretical maximum amount of product (1.0 means a 100% yield; for example, 0.34 means a 34% yield). (1) The reactants are [N:1]12[CH2:8][CH2:7][C:4]([C:9]([C:17]3[CH:22]=[CH:21][CH:20]=[CH:19][CH:18]=3)([C:11]3[CH:16]=[CH:15][CH:14]=[CH:13][CH:12]=3)[OH:10])([CH2:5][CH2:6]1)[CH2:3][CH2:2]2.[CH:23]1[C:32]2[C:27](=[CH:28][CH:29]=[CH:30][CH:31]=2)[CH:26]=[CH:25][C:24]=1[O:33][CH2:34][CH2:35][CH2:36][Br:37]. The catalyst is CC#N. The product is [Br-:37].[OH:10][C:9]([C:17]1[CH:22]=[CH:21][CH:20]=[CH:19][CH:18]=1)([C:11]1[CH:12]=[CH:13][CH:14]=[CH:15][CH:16]=1)[C:4]12[CH2:5][CH2:6][N+:1]([CH2:36][CH2:35][CH2:34][O:33][C:24]3[CH:25]=[CH:26][C:27]4[C:32](=[CH:31][CH:30]=[CH:29][CH:28]=4)[CH:23]=3)([CH2:2][CH2:3]1)[CH2:8][CH2:7]2. The yield is 0.637. (2) The reactants are C(OC(=O)[NH:7][CH:8]([C:10](=[O:26])[NH:11][C:12]1[CH:17]=[CH:16][CH:15]=[CH:14][C:13]=1[C:18](=O)[C:19]1[CH:24]=[CH:23][CH:22]=[CH:21][CH:20]=1)[CH3:9])(C)(C)C.Cl. The catalyst is C(Cl)(Cl)Cl. The product is [CH3:9][CH:8]1[C:10](=[O:26])[NH:11][C:12]2[CH:17]=[CH:16][CH:15]=[CH:14][C:13]=2[C:18]([C:19]2[CH:24]=[CH:23][CH:22]=[CH:21][CH:20]=2)=[N:7]1. The yield is 0.830. (3) The reactants are [NH:1]1[C:7]2[CH:8]=[CH:9][CH:10]=[CH:11][C:6]=2[CH2:5][CH2:4][CH2:3][C:2]1=O.[H-].[H-].[H-].[H-].[Li+].[Al+3].[C@H](O)(C([O-])=O)[C@@H](O)C([O-])=O.[Na+].[K+]. The catalyst is C1COCC1.CCOCC. The product is [NH:1]1[C:7]2[CH:8]=[CH:9][CH:10]=[CH:11][C:6]=2[CH2:5][CH2:4][CH2:3][CH2:2]1. The yield is 0.980. (4) The reactants are [Cl:1][C:2]1[C:7]([C:8]2[N:9]=[N:10][C:11]([CH3:14])=[CH:12][CH:13]=2)=[CH:6][CH:5]=[CH:4][N:3]=1.[Cl:15]N1C(=O)N(Cl)C(=O)N(Cl)C1=O. The catalyst is ClCCCl. The product is [Cl:15][CH2:14][C:11]1[N:10]=[N:9][C:8]([C:7]2[C:2]([Cl:1])=[N:3][CH:4]=[CH:5][CH:6]=2)=[CH:13][CH:12]=1. The yield is 0.510. (5) The reactants are [CH2:1]=O.[CH2:3]([NH2:10])[C:4]1[CH:9]=[CH:8][CH:7]=[CH:6][CH:5]=1.[CH3:11][CH:12](C)[C:13](=[O:15])C.Cl.C(N([CH:24]([CH3:26])[CH3:25])C(C)C)C.[OH-].[K+]. The catalyst is C(O)C.O. The product is [CH2:3]([N:10]1[CH2:11][CH2:12][C:13](=[O:15])[C:24]([CH3:25])([CH3:26])[CH2:1]1)[C:4]1[CH:9]=[CH:8][CH:7]=[CH:6][CH:5]=1. The yield is 0.710. (6) The reactants are [N:1]1([C:10]2[N:15]=[C:14]([NH:16][CH:17]3[CH2:22][CH2:21][O:20][CH2:19][CH2:18]3)[C:13]([NH2:23])=[C:12]([C:24]3[CH:29]=[CH:28][CH:27]=[CH:26][CH:25]=3)[N:11]=2)[C:5]2[CH:6]=[CH:7][CH:8]=[CH:9][C:4]=2[N:3]=[CH:2]1.C1N=CN([C:35](N2C=NC=C2)=[O:36])C=1. The yield is 0.300. The catalyst is C1COCC1. The product is [N:1]1([C:10]2[N:15]=[C:14]3[C:13]([NH:23][C:35](=[O:36])[N:16]3[CH:17]3[CH2:18][CH2:19][O:20][CH2:21][CH2:22]3)=[C:12]([C:24]3[CH:29]=[CH:28][CH:27]=[CH:26][CH:25]=3)[N:11]=2)[C:5]2[CH:6]=[CH:7][CH:8]=[CH:9][C:4]=2[N:3]=[CH:2]1.